From a dataset of Reaction yield outcomes from USPTO patents with 853,638 reactions. Predict the reaction yield, written as a fraction of the theoretical maximum amount of product (1.0 means a 100% yield; for example, 0.34 means a 34% yield). The reactants are [CH3:1][CH:2]1[CH2:7][CH2:6][N:5]([C:8]([C:10]2[CH:18]=[CH:17][C:16]3[NH:15][C:14]4[CH2:19][CH2:20][N:21](C(OC(C)(C)C)=O)[CH2:22][C:13]=4[C:12]=3[CH:11]=2)=[O:9])[CH2:4][CH2:3]1.C(O)(C(F)(F)F)=O.[O:37]1[CH2:42][CH2:41][C:40](=O)[CH2:39][CH2:38]1.C(O[BH-](OC(=O)C)OC(=O)C)(=O)C.[Na+]. The catalyst is ClCCl. The product is [CH3:1][CH:2]1[CH2:3][CH2:4][N:5]([C:8]([C:10]2[CH:18]=[CH:17][C:16]3[NH:15][C:14]4[CH2:19][CH2:20][N:21]([CH:40]5[CH2:41][CH2:42][O:37][CH2:38][CH2:39]5)[CH2:22][C:13]=4[C:12]=3[CH:11]=2)=[O:9])[CH2:6][CH2:7]1. The yield is 0.860.